Predict the reactants needed to synthesize the given product. From a dataset of Full USPTO retrosynthesis dataset with 1.9M reactions from patents (1976-2016). Given the product [CH3:10][C:9]1[O:8][N:7]=[C:6]([C:11]2[CH:16]=[CH:15][CH:14]=[CH:13][CH:12]=2)[C:5]=1[C:3]1[N:25]=[C:18]([C:19]2[CH:24]=[CH:23][CH:22]=[CH:21][CH:20]=2)[NH:26][CH:2]=1, predict the reactants needed to synthesize it. The reactants are: Br[CH2:2][C:3]([C:5]1[C:6]([C:11]2[CH:16]=[CH:15][CH:14]=[CH:13][CH:12]=2)=[N:7][O:8][C:9]=1[CH3:10])=O.Cl.[C:18]([NH2:26])(=[NH:25])[C:19]1[CH:24]=[CH:23][CH:22]=[CH:21][CH:20]=1.